Dataset: Reaction yield outcomes from USPTO patents with 853,638 reactions. Task: Predict the reaction yield, written as a fraction of the theoretical maximum amount of product (1.0 means a 100% yield; for example, 0.34 means a 34% yield). (1) The reactants are [Br:1][C:2]1[CH:6]=[N:5][N:4]([CH3:7])[C:3]=1[C:8]1[CH:9]=[C:10]([NH2:16])[CH:11]=[CH:12][C:13]=1[O:14][CH3:15].[CH:17]1[C:26]2[C:21](=[CH:22][CH:23]=[CH:24][CH:25]=2)[CH:20]=[CH:19][C:18]=1[N:27]=[C:28]=[O:29]. The catalyst is C(Cl)Cl. The product is [Br:1][C:2]1[CH:6]=[N:5][N:4]([CH3:7])[C:3]=1[C:8]1[CH:9]=[C:10]([NH:16][C:28]([NH:27][C:18]2[CH:19]=[CH:20][C:21]3[C:26](=[CH:25][CH:24]=[CH:23][CH:22]=3)[CH:17]=2)=[O:29])[CH:11]=[CH:12][C:13]=1[O:14][CH3:15]. The yield is 0.700. (2) The reactants are [F:1][C:2]1[C:3]([N:11]2[CH2:16][CH2:15][O:14][CH2:13][C@@H:12]2[CH3:17])=[N:4][C:5]([CH3:10])=[N:6][C:7]=1[NH:8][NH2:9].[CH:18](O)([CH3:20])[CH3:19].CN1C[CH2:27][O:26]CC1.[OH:29][N:30]1[C:34]2N=[CH:36][CH:37]=[CH:38][C:33]=2N=N1.C(Cl)CCl.CN([CH:46]=[O:47])C. No catalyst specified. The product is [CH:37]1([CH2:38][C@@H:33]([C:27]([NH:9][NH:8][C:7]2[C:2]([F:1])=[C:3]([N:11]3[CH2:16][CH2:15][O:14][CH2:13][C@@H:12]3[CH3:17])[N:4]=[C:5]([CH3:10])[N:6]=2)=[O:26])[CH2:34][N:30]([OH:29])[CH:46]=[O:47])[CH2:36][CH2:20][CH2:18][CH2:19]1. The yield is 0.800. (3) The yield is 0.980. The reactants are [Cl:1][C:2]1[CH:3]=[C:4]2[C:8](=[CH:9][CH:10]=1)[N:7]([CH3:11])[C:6]([CH:12]([NH:19][C:20]1[CH:29]=[CH:28][C:23]([C:24]([O:26]C)=[O:25])=[CH:22][CH:21]=1)[CH2:13][CH2:14][CH2:15][CH2:16][CH2:17][CH3:18])=[CH:5]2.O1CCCC1.[OH-].[Na+]. The catalyst is C(O)C. The product is [Cl:1][C:2]1[CH:3]=[C:4]2[C:8](=[CH:9][CH:10]=1)[N:7]([CH3:11])[C:6]([CH:12]([NH:19][C:20]1[CH:21]=[CH:22][C:23]([C:24]([OH:26])=[O:25])=[CH:28][CH:29]=1)[CH2:13][CH2:14][CH2:15][CH2:16][CH2:17][CH3:18])=[CH:5]2. (4) The reactants are [Cl:1][C:2]1[CH:7]=[CH:6][C:5]([C:8]2[C:9]([NH2:19])=[N:10][NH:11][C:12]=2[C:13]2[CH:18]=[CH:17][N:16]=[CH:15][CH:14]=2)=[CH:4][C:3]=1[O:20][CH3:21].Cl.[N:23]([O-])=O.[Na+].C(=O)([O-])[O-].[Na+].[Na+].[C:33]([CH:41]=P(C1C=CC=CC=1)(C1C=CC=CC=1)C1C=CC=CC=1)(=O)[C:34]1[CH:39]=[CH:38][CH:37]=[CH:36][CH:35]=1. The catalyst is O.C(Cl)Cl. The product is [Cl:1][C:2]1[CH:7]=[CH:6][C:5]([C:8]2[C:12]([C:13]3[CH:14]=[CH:15][N:16]=[CH:17][CH:18]=3)=[N:11][N:10]3[C:33]([C:34]4[CH:39]=[CH:38][CH:37]=[CH:36][CH:35]=4)=[CH:41][N:23]=[N:19][C:9]=23)=[CH:4][C:3]=1[O:20][CH3:21]. The yield is 0.740. (5) The reactants are N1(OC(N(C)C)=[N+](C)C)C2N=CC=CC=2N=N1.F[P-](F)(F)(F)(F)F.[C:25]([N:32]([CH3:38])[C@@H:33]([C:35]([OH:37])=O)[CH3:34])([O:27]C(C)(C)C)=[O:26].C(N(CC)C(C)C)(C)C.C(O)=O.[NH2:51][CH2:52][C:53]1[CH:54]=[C:55]([CH2:59][N:60]2[C:68]3[C:63](=[C:64]([OH:69])[CH:65]=[CH:66][CH:67]=3)[C:62]([NH:70][S:71]([C:74]3[S:75][C:76]([Cl:79])=[CH:77][CH:78]=3)(=[O:73])=[O:72])=[N:61]2)[CH:56]=[CH:57][CH:58]=1.Cl. The catalyst is CN(C=O)C.O1CCOCC1.CO.CO.CS(C)=O. The product is [CH:25]([OH:27])=[O:26].[Cl:79][C:76]1[S:75][C:74]([S:71]([NH:70][C:62]2[C:63]3[C:68](=[CH:67][CH:66]=[CH:65][C:64]=3[OH:69])[N:60]([CH2:59][C:55]3[CH:54]=[C:53]([CH2:52][NH:51][C:35](=[O:37])[C@@H:33]([CH3:34])[NH:32][CH3:38])[CH:58]=[CH:57][CH:56]=3)[N:61]=2)(=[O:72])=[O:73])=[CH:78][CH:77]=1. The yield is 0.440.